This data is from Forward reaction prediction with 1.9M reactions from USPTO patents (1976-2016). The task is: Predict the product of the given reaction. (1) The product is: [CH3:1][S:2]([N:5]1[CH2:10][CH2:9][N:8]([CH2:11][C:12]2[S:20][C:19]3[C:18]([N:21]4[CH2:26][CH2:25][O:24][CH2:23][CH2:22]4)=[N:17][C:16]([C:27]4[S:31][C:30]([NH:32][C:40](=[O:42])[CH3:41])=[N:29][CH:28]=4)=[N:15][C:14]=3[CH:13]=2)[CH2:7][CH2:6]1)(=[O:4])=[O:3]. Given the reactants [CH3:1][S:2]([N:5]1[CH2:10][CH2:9][N:8]([CH2:11][C:12]2[S:20][C:19]3[C:18]([N:21]4[CH2:26][CH2:25][O:24][CH2:23][CH2:22]4)=[N:17][C:16]([C:27]4[S:31][C:30]([NH2:32])=[N:29][CH:28]=4)=[N:15][C:14]=3[CH:13]=2)[CH2:7][CH2:6]1)(=[O:4])=[O:3].C(N(CC)CC)C.[C:40](Cl)(=[O:42])[CH3:41], predict the reaction product. (2) Given the reactants Br.[O:2]1[CH2:7][CH2:6][N:5]([C:8]([NH2:10])=[NH:9])[CH2:4][CH2:3]1.C([O:13][CH:14]=[C:15]([C:21](OCC)=O)[C:16]([O:18][CH2:19][CH3:20])=[O:17])C.C([O-])(=O)C.[Na+], predict the reaction product. The product is: [OH:13][C:14]1[C:15]([C:16]([O:18][CH2:19][CH3:20])=[O:17])=[CH:21][N:10]=[C:8]([N:5]2[CH2:6][CH2:7][O:2][CH2:3][CH2:4]2)[N:9]=1. (3) Given the reactants C1(C)C=CC=CC=1P(C1C=CC=CC=1C)C1C=CC=CC=1C.[Cl-].C([NH3+])(C)(C)C.[N:29]1[CH:34]=[CH:33][CH:32]=[C:31]([C:35]2[S:36][CH:37]=[CH:38][N:39]=2)[CH:30]=1.Br[C:41]1[CH:46]=[CH:45][CH:44]=[CH:43][N:42]=1.C(=O)([O-])[O-].[K+].[K+], predict the reaction product. The product is: [N:42]1[CH:43]=[CH:44][CH:45]=[CH:46][C:41]=1[C:37]1[S:36][C:35]([C:31]2[CH:30]=[N:29][CH:34]=[CH:33][CH:32]=2)=[N:39][CH:38]=1. (4) Given the reactants Br[C:2]1[C:10]([CH3:11])=[C:9]([CH3:12])[CH:8]=[C:7]2[C:3]=1[CH2:4][CH:5]([CH3:15])[CH:6]2[O:13][CH3:14].[Li]CCCC.[CH2:21]1[O:23][CH2:22]1.O, predict the reaction product. The product is: [CH3:14][O:13][CH:6]1[C:7]2[C:3](=[C:2]([CH2:21][CH2:22][OH:23])[C:10]([CH3:11])=[C:9]([CH3:12])[CH:8]=2)[CH2:4][CH:5]1[CH3:15]. (5) Given the reactants [NH2:1][CH:2]([C:7]1[CH:12]=[CH:11][C:10]([N+]([O-])=O)=[CH:9][C:8]=1[CH3:16])[CH2:3][C:4]([OH:6])=[O:5].CC1C=C([N+:26]([O-:28])=[O:27])C=CC=1C=O.C(O)(=O)CC(O)=O.C([O-])(=O)C.[NH4+], predict the reaction product. The product is: [NH2:1][CH:2]([C:7]1[CH:12]=[C:11]([N+:26]([O-:28])=[O:27])[CH:10]=[CH:9][C:8]=1[CH3:16])[CH2:3][C:4]([OH:6])=[O:5]. (6) Given the reactants [CH:1]([C@:3]12[CH2:41][CH2:40][C@@H:39]([C:42]([CH3:44])=[CH2:43])[C@@H:4]1[C@@H:5]1[C@@:18]([CH3:21])([CH2:19][CH2:20]2)[C@@:17]2([CH3:22])[C@@H:8]([C@:9]3([CH3:38])[C@@H:14]([CH2:15][CH2:16]2)[C:13]([CH3:24])([CH3:23])[C:12]([C:25]2[CH:37]=[CH:36][C:28]([C:29]([O:31][C:32]([CH3:35])([CH3:34])[CH3:33])=[O:30])=[CH:27][CH:26]=2)=[CH:11][CH2:10]3)[CH2:7][CH2:6]1)=O.C(O)(=O)C.[NH2:49][CH2:50][CH2:51][N:52]1[CH2:57][CH2:56][CH2:55][CH2:54][CH2:53]1.C(O[BH-](OC(=O)C)OC(=O)C)(=O)C.[Na+], predict the reaction product. The product is: [CH3:21][C@:18]12[C@@:17]3([CH3:22])[C@@H:8]([C@:9]4([CH3:38])[C@@H:14]([CH2:15][CH2:16]3)[C:13]([CH3:23])([CH3:24])[C:12]([C:25]3[CH:37]=[CH:36][C:28]([C:29]([O:31][C:32]([CH3:33])([CH3:34])[CH3:35])=[O:30])=[CH:27][CH:26]=3)=[CH:11][CH2:10]4)[CH2:7][CH2:6][C@@H:5]1[C@H:4]1[C@H:39]([C:42]([CH3:44])=[CH2:43])[CH2:40][CH2:41][C@:3]1([CH2:1][NH:49][CH2:50][CH2:51][N:52]1[CH2:57][CH2:56][CH2:55][CH2:54][CH2:53]1)[CH2:20][CH2:19]2.